This data is from Forward reaction prediction with 1.9M reactions from USPTO patents (1976-2016). The task is: Predict the product of the given reaction. (1) The product is: [CH:1]1([CH2:7][C@H:8]([N:12]2[CH2:16][C:15]([O:17][C:18]3[CH:23]=[CH:22][C:21]([Cl:24])=[CH:20][C:19]=3[Cl:25])=[CH:14][C:13]2=[O:26])[C:9]([NH:67][C:64]2[CH:65]=[CH:66][N:62]([CH2:61][C:60]([OH:59])([CH3:90])[CH3:28])[N:63]=2)=[O:11])[CH2:6][CH2:5][CH2:4][CH2:3][CH2:2]1. Given the reactants [CH:1]1([CH2:7][C@H:8]([N:12]2[CH2:16][C:15]([O:17][C:18]3[CH:23]=[CH:22][C:21]([Cl:24])=[CH:20][C:19]=3[Cl:25])=[CH:14][C:13]2=[O:26])[C:9]([OH:11])=O)[CH2:6][CH2:5][CH2:4][CH2:3][CH2:2]1.Cl.[CH3:28]N(C)CCCN=C=NCC.C(N(CC)C(C)C)(C)C.ON1C2C=CC=CC=2N=N1.Cl.[OH:59][C@@H:60]([CH2:90]O)[CH2:61][N:62]1[CH:66]=[CH:65][C:64]([NH:67]C(=O)[C@@H](N2CC(OC3C=CC=C(Cl)C=3Cl)=CC2=O)CC(C)C)=[N:63]1, predict the reaction product. (2) Given the reactants [C:1]([N:4]1[C:13]2[C:8](=[N:9][CH:10]=[CH:11][CH:12]=2)[C@H:7]([NH:14]C(=O)OCC2C=CC=CC=2)[C@@H:6]([CH3:25])[C@@H:5]1[CH3:26])(=[O:3])[CH3:2], predict the reaction product. The product is: [NH2:14][C@H:7]1[C:8]2[C:13](=[CH:12][CH:11]=[CH:10][N:9]=2)[N:4]([C:1](=[O:3])[CH3:2])[C@@H:5]([CH3:26])[C@@H:6]1[CH3:25]. (3) Given the reactants [Cl:1][C:2]1[C:20]([Cl:21])=[CH:19][C:5]2[N:6]([C:9]3[S:13][C:12]([C:14]([O:16][CH3:17])=[O:15])=[C:11]([OH:18])[CH:10]=3)[CH:7]=[N:8][C:4]=2[CH:3]=1.[S:22]1[CH:26]=[CH:25][CH:24]=[C:23]1[CH2:27]O.N(C(OCC)=O)NC(OCC)=O, predict the reaction product. The product is: [Cl:1][C:2]1[C:20]([Cl:21])=[CH:19][C:5]2[N:6]([C:9]3[S:13][C:12]([C:14]([O:16][CH3:17])=[O:15])=[C:11]([O:18][CH2:27][C:23]4[S:22][CH:26]=[CH:25][CH:24]=4)[CH:10]=3)[CH:7]=[N:8][C:4]=2[CH:3]=1. (4) The product is: [CH2:13]([NH:14][CH:15]([CH3:25])[CH2:16][C:17]1[CH:18]=[CH:19][C:20]([O:23][CH3:24])=[CH:21][CH:22]=1)[C:12]1[CH:11]=[CH:10][CH:9]=[CH:36][CH:35]=1. Given the reactants C(O[C:9]1[CH:36]=[CH:35][C:12]([CH2:13][N:14](CC(C2C=CC=CC=2)=O)[CH:15]([CH3:25])[CH2:16][C:17]2[CH:22]=[CH:21][C:20]([O:23][CH3:24])=[CH:19][CH:18]=2)=[CH:11][C:10]=1[N+]([O-])=O)C1C=CC=CC=1.C(OC1C=CC(C(O)CN(CC2C=CC=CC=2)C(C)CC2C=CC(OC)=CC=2)=CC=1[N+]([O-])=O)C1C=CC=CC=1.C(OC1C=CC(C(O)CN(CC2C=CC=CC=2)C(C)CC2C=CC(OC)=CC=2)=CC=1N)C1C=CC=CC=1.C(OC1C=CC(C(O)CN(CC2C=CC=CC=2)C(C)CC2C=CC(OC)=CC=2)=CC=1NC=O)C1C=CC=CC=1, predict the reaction product. (5) The product is: [CH2:1]([N:8]1[C:16]2[C:11](=[CH:12][C:13]([O:17][CH3:18])=[CH:14][CH:15]=2)[CH2:10][C:9]1=[O:20])[C:2]1[CH:7]=[CH:6][CH:5]=[CH:4][CH:3]=1. Given the reactants [CH2:1]([N:8]1[C:16]2[C:11](=[CH:12][C:13]([O:17][CH3:18])=[CH:14][CH:15]=2)[C:10](=O)[C:9]1=[O:20])[C:2]1[CH:7]=[CH:6][CH:5]=[CH:4][CH:3]=1.O.NN, predict the reaction product. (6) Given the reactants [F:1][C:2]([F:19])([F:18])[C:3]1[CH:10]=[C:9]([NH:11][CH2:12][CH2:13][C:14]([F:17])([F:16])[F:15])[CH:8]=[CH:7][C:4]=1[C:5]#[N:6].Br[CH2:21][C:22]([O:24][C:25]([CH3:28])([CH3:27])[CH3:26])=[O:23], predict the reaction product. The product is: [C:5]([C:4]1[CH:7]=[CH:8][C:9]([N:11]([CH2:12][CH2:13][C:14]([F:17])([F:16])[F:15])[CH2:21][C:22]([O:24][C:25]([CH3:28])([CH3:27])[CH3:26])=[O:23])=[CH:10][C:3]=1[C:2]([F:18])([F:19])[F:1])#[N:6]. (7) Given the reactants [O:1]=[S:2]1(=[O:18])[CH2:6][CH2:5][CH2:4][N:3]1[C:7]1[CH:15]=[CH:14][C:10]([C:11]([OH:13])=O)=[C:9]([O:16][CH3:17])[CH:8]=1.Cl.[NH:20]1[CH2:25][CH2:24][CH:23]([C:26]([C:28]2[CH:33]=[CH:32][C:31]([CH3:34])=[CH:30][CH:29]=2)=[O:27])[CH2:22][CH2:21]1, predict the reaction product. The product is: [O:18]=[S:2]1(=[O:1])[CH2:6][CH2:5][CH2:4][N:3]1[C:7]1[CH:15]=[CH:14][C:10]([C:11]([N:20]2[CH2:25][CH2:24][CH:23]([C:26](=[O:27])[C:28]3[CH:29]=[CH:30][C:31]([CH3:34])=[CH:32][CH:33]=3)[CH2:22][CH2:21]2)=[O:13])=[C:9]([O:16][CH3:17])[CH:8]=1. (8) Given the reactants Br.[NH2:2][C:3]1[C:4]([OH:18])=[C:5]([C:9]2[CH:14]=[CH:13][CH:12]=[C:11]([C:15]([OH:17])=[O:16])[CH:10]=2)[CH:6]=[CH:7][CH:8]=1.[N:19]([O-])=O.[Na+].[CH3:23][C:24]1([CH3:40])[C:32]2[C:27](=[CH:28][CH:29]=[C:30]([N:33]3[C:37](=[O:38])[CH2:36][C:35]([CH3:39])=[N:34]3)[CH:31]=2)[CH2:26][CH2:25]1.C(=O)(O)[O-].[Na+], predict the reaction product. The product is: [CH3:23][C:24]1([CH3:40])[C:32]2[C:27](=[CH:28][CH:29]=[C:30]([N:33]3[C:37](=[O:38])[C:36](=[N:19][NH:2][C:3]4[C:4]([OH:18])=[C:5]([C:9]5[CH:14]=[CH:13][CH:12]=[C:11]([C:15]([OH:17])=[O:16])[CH:10]=5)[CH:6]=[CH:7][CH:8]=4)[C:35]([CH3:39])=[N:34]3)[CH:31]=2)[CH2:26][CH2:25]1. (9) Given the reactants C([O:3][C:4]([C:6]1[CH:10]=[C:9]([C:11]2[CH:16]=[CH:15][C:14]([NH:17][C:18]([C:20]3[CH:21]=[C:22]([C:26]4[CH:31]=[CH:30][C:29]([O:32][CH3:33])=[CH:28][C:27]=4[O:34][CH3:35])[CH:23]=[CH:24][CH:25]=3)=[O:19])=[CH:13][CH:12]=2)[O:8][C:7]=1[CH3:36])=[O:5])C, predict the reaction product. The product is: [CH3:35][O:34][C:27]1[CH:28]=[C:29]([O:32][CH3:33])[CH:30]=[CH:31][C:26]=1[C:22]1[CH:23]=[CH:24][CH:25]=[C:20]([C:18]([NH:17][C:14]2[CH:15]=[CH:16][C:11]([C:9]3[O:8][C:7]([CH3:36])=[C:6]([C:4]([OH:5])=[O:3])[CH:10]=3)=[CH:12][CH:13]=2)=[O:19])[CH:21]=1.